This data is from Peptide-MHC class II binding affinity with 134,281 pairs from IEDB. The task is: Regression. Given a peptide amino acid sequence and an MHC pseudo amino acid sequence, predict their binding affinity value. This is MHC class II binding data. The peptide sequence is AALLVVAVGLRV. The MHC is DRB1_0301 with pseudo-sequence DRB1_0301. The binding affinity (normalized) is 0.204.